This data is from Catalyst prediction with 721,799 reactions and 888 catalyst types from USPTO. The task is: Predict which catalyst facilitates the given reaction. Reactant: [NH2:1][C:2]1[C:3]([F:15])=[CH:4][C:5](Br)=[C:6]([CH2:8][C:9]([O:11][CH2:12][CH3:13])=[O:10])[CH:7]=1.[CH3:16][N:17](C=O)C. Product: [NH2:1][C:2]1[C:3]([F:15])=[CH:4][C:5]([C:16]#[N:17])=[C:6]([CH2:8][C:9]([O:11][CH2:12][CH3:13])=[O:10])[CH:7]=1. The catalyst class is: 73.